From a dataset of Reaction yield outcomes from USPTO patents with 853,638 reactions. Predict the reaction yield, written as a fraction of the theoretical maximum amount of product (1.0 means a 100% yield; for example, 0.34 means a 34% yield). (1) The reactants are [C:1]([O:5][C:6]([NH:8][C@@:9]([CH3:20])([C:17]([OH:19])=O)[CH2:10][C:11]1[CH:16]=[CH:15][CH:14]=[CH:13][CH:12]=1)=[O:7])([CH3:4])([CH3:3])[CH3:2].Cl.CN(C)CCCN=C=NCC.O.ON1C2C=CC=CC=2N=N1.Cl.[NH2:45][CH2:46][C:47]([O:49][CH2:50][CH3:51])=[O:48].C(N(CC)CC)C. The catalyst is C(Cl)Cl. The product is [C:1]([O:5][C:6]([NH:8][C@@:9]([CH3:20])([C:17]([NH:45][CH2:46][C:47]([O:49][CH2:50][CH3:51])=[O:48])=[O:19])[CH2:10][C:11]1[CH:12]=[CH:13][CH:14]=[CH:15][CH:16]=1)=[O:7])([CH3:2])([CH3:3])[CH3:4]. The yield is 0.930. (2) The reactants are [CH2:1]([C:5]1[CH:10]=[CH:9][C:8]([C:11]#[C:12][C:13]2[CH:20]=[CH:19][C:16]([CH:17]=O)=[CH:15][CH:14]=2)=[CH:7][CH:6]=1)[CH2:2][CH2:3][CH3:4].[CH2:21]([NH2:27])[CH2:22][CH2:23][CH2:24][CH2:25][CH3:26].C(O)(=O)C.C(O[BH-](OC(=O)C)OC(=O)C)(=O)C.[Na+]. The catalyst is ClCCCl.C(Cl)Cl. The product is [CH2:1]([C:5]1[CH:10]=[CH:9][C:8]([C:11]#[C:12][C:13]2[CH:20]=[CH:19][C:16]([CH2:17][NH:27][CH2:21][CH2:22][CH2:23][CH2:24][CH2:25][CH3:26])=[CH:15][CH:14]=2)=[CH:7][CH:6]=1)[CH2:2][CH2:3][CH3:4]. The yield is 0.320. (3) The reactants are Br[CH2:2][C:3]1[CH:8]=[CH:7][C:6]([CH2:9][Br:10])=[CH:5][CH:4]=1.[C:11]([O-:14])(=[O:13])[CH3:12].[K+]. The catalyst is C(#N)C. The product is [C:11]([O:14][CH2:2][C:3]1[CH:8]=[CH:7][C:6]([CH2:9][Br:10])=[CH:5][CH:4]=1)(=[O:13])[CH3:12]. The yield is 0.580. (4) The reactants are [NH2:1][N:2]1[C:6]([CH3:7])=[CH:5][CH:4]=[C:3]1[C:8]([NH:10][C:11]1[CH:16]=[CH:15][CH:14]=[CH:13][CH:12]=1)=[O:9].[C:17]([O:21][C:22]([NH:24][C@@H:25]([CH3:29])[C:26](O)=[O:27])=[O:23])([CH3:20])([CH3:19])[CH3:18]. No catalyst specified. The product is [CH3:7][C:6]1[N:2]([NH:1][C:26](=[O:27])[C@@H:25]([NH:24][C:22](=[O:23])[O:21][C:17]([CH3:19])([CH3:18])[CH3:20])[CH3:29])[C:3]([C:8](=[O:9])[NH:10][C:11]2[CH:12]=[CH:13][CH:14]=[CH:15][CH:16]=2)=[CH:4][CH:5]=1. The yield is 0.590. (5) The reactants are [Cl:1][CH2:2][CH:3]1[C:11]2[C:10]3[CH:12]=[CH:13][C:14]([NH:16][C:17]([O:19][C:20]([CH3:23])([CH3:22])[CH3:21])=[O:18])=[CH:15][C:9]=3[C:8]([N+:24]([O-:26])=[O:25])=[CH:7][C:6]=2[NH:5][CH2:4]1.Cl.[CH3:28][N:29]([CH3:45])[CH2:30][CH2:31][O:32][C:33]1[CH:34]=[C:35]2[C:39](=[CH:40][CH:41]=1)[NH:38][C:37]([C:42](O)=[O:43])=[CH:36]2.CCN=C=NCCCN(C)C.CC1C=CC(S(O)(=O)=O)=CC=1.N. The catalyst is CC(N(C)C)=O. The product is [Cl:1][CH2:2][CH:3]1[C:11]2[C:10]3[CH:12]=[CH:13][C:14]([NH:16][C:17]([O:19][C:20]([CH3:23])([CH3:21])[CH3:22])=[O:18])=[CH:15][C:9]=3[C:8]([N+:24]([O-:26])=[O:25])=[CH:7][C:6]=2[N:5]([C:42]([C:37]2[NH:38][C:39]3[C:35]([CH:36]=2)=[CH:34][C:33]([O:32][CH2:31][CH2:30][N:29]([CH3:45])[CH3:28])=[CH:41][CH:40]=3)=[O:43])[CH2:4]1. The yield is 0.750. (6) The reactants are [I:1]I.[NH2:3][C:4]1[CH:11]=[CH:10][C:7]([C:8]#[N:9])=[C:6]([S:12][CH3:13])[N:5]=1. The catalyst is C(O)C.S([O-])([O-])(=O)=O.[Ag+2]. The product is [NH2:3][C:4]1[C:11]([I:1])=[CH:10][C:7]([C:8]#[N:9])=[C:6]([S:12][CH3:13])[N:5]=1. The yield is 0.810. (7) The reactants are NC1C=C(F)C=CC=1[C:4](O)=[O:5].[NH2:12][C:13]1[CH:18]=[C:17]([F:19])[CH:16]=[CH:15][C:14]=1[C:20]([C:22]1[CH:27]=[CH:26][CH:25]=[CH:24][C:23]=1[O:28][CH3:29])=[O:21].[NH2:30][C:31]1[S:32][CH:33]=[CH:34][N:35]=1. No catalyst specified. The product is [NH2:12][C:13]1[CH:18]=[C:17]([F:19])[CH:16]=[CH:15][C:14]=1[C:20]([C:22]1[CH:27]=[CH:26][CH:25]=[CH:24][C:23]=1[O:28][CH3:29])=[O:21].[F:19][C:17]1[CH:16]=[CH:15][C:14]([C:20](=[O:21])[C:22]2[CH:27]=[CH:26][CH:25]=[CH:24][C:23]=2[O:28][CH3:29])=[C:13]([NH:12][C:4]([NH:30][C:31]2[S:32][CH:33]=[CH:34][N:35]=2)=[O:5])[CH:18]=1. The yield is 0.320. (8) The reactants are BrCC1CC1(F)F.Br[CH2:9][CH:10]([CH3:12])[CH3:11].[CH3:13][C:14]1[N:15]=[C:16]([N:24]2[CH2:28][CH2:27][NH:26][C:25]2=[O:29])[S:17][C:18]=1[C:19]([O:21][CH2:22][CH3:23])=[O:20]. No catalyst specified. The product is [CH2:9]([N:26]1[CH2:27][CH2:28][N:24]([C:16]2[S:17][C:18]([C:19]([O:21][CH2:22][CH3:23])=[O:20])=[C:14]([CH3:13])[N:15]=2)[C:25]1=[O:29])[CH:10]([CH3:12])[CH3:11]. The yield is 0.980.